This data is from Forward reaction prediction with 1.9M reactions from USPTO patents (1976-2016). The task is: Predict the product of the given reaction. (1) Given the reactants C(OC(=O)[NH:7][CH2:8][C:9]1[CH:14]=[CH:13][CH:12]=[C:11]([C:15](=[O:27])[NH:16][C:17]2[S:18][C:19]3[CH2:20][N:21]([CH3:26])[CH2:22][CH2:23][C:24]=3[N:25]=2)[CH:10]=1)(C)(C)C.[ClH:29], predict the reaction product. The product is: [NH2:7][CH2:8][C:9]1[CH:10]=[C:11]([CH:12]=[CH:13][CH:14]=1)[C:15]([NH:16][C:17]1[S:18][C:19]2[CH2:20][N:21]([CH3:26])[CH2:22][CH2:23][C:24]=2[N:25]=1)=[O:27].[ClH:29].[ClH:29].[NH2:7][CH2:8][C:9]1[CH:10]=[C:11]([CH:12]=[CH:13][CH:14]=1)[C:15]([NH:16][C:17]1[S:18][C:19]2[CH2:20][N:21]([CH3:26])[CH2:22][CH2:23][C:24]=2[N:25]=1)=[O:27]. (2) The product is: [ClH:1].[F:21][C:22]1[CH:23]=[C:24]2[C:28](=[CH:29][CH:30]=1)[N:27]([C:16](=[O:18])[C:15]1[CH:14]=[CH:13][C:12]([O:11][CH2:10][CH2:9][CH2:8][N:2]3[CH2:3][CH2:4][CH2:5][CH2:6][CH2:7]3)=[CH:20][CH:19]=1)[C:26]([CH3:31])=[CH:25]2. Given the reactants [ClH:1].[N:2]1([CH2:8][CH2:9][CH2:10][O:11][C:12]2[CH:20]=[CH:19][C:15]([C:16]([OH:18])=O)=[CH:14][CH:13]=2)[CH2:7][CH2:6][CH2:5][CH2:4][CH2:3]1.[F:21][C:22]1[CH:23]=[C:24]2[C:28](=[CH:29][CH:30]=1)[NH:27][C:26]([CH3:31])=[CH:25]2, predict the reaction product. (3) Given the reactants [H-].[Na+].[S:3]1[C:7]2[CH:8]=[CH:9][CH:10]=[CH:11][C:6]=2[N:5]=[C:4]1[C:12]1[C:20]2[CH2:19][CH2:18][NH:17][C:16](=[O:21])[C:15]=2[S:14][C:13]=1[NH:22][C:23](=[O:25])[CH3:24].[CH2:26](I)[CH3:27], predict the reaction product. The product is: [S:3]1[C:7]2[CH:8]=[CH:9][CH:10]=[CH:11][C:6]=2[N:5]=[C:4]1[C:12]1[C:20]2[CH2:19][CH2:18][N:17]([CH2:26][CH3:27])[C:16](=[O:21])[C:15]=2[S:14][C:13]=1[NH:22][C:23](=[O:25])[CH3:24]. (4) Given the reactants [NH2:1][C:2]1[CH:7]=[CH:6][C:5]([OH:8])=[CH:4][CH:3]=1.[CH3:9][S:10](Cl)(=[O:12])=[O:11], predict the reaction product. The product is: [CH3:9][S:10]([NH:1][C:2]1[CH:7]=[CH:6][C:5]([OH:8])=[CH:4][CH:3]=1)(=[O:12])=[O:11]. (5) Given the reactants Cl.[C:2]1([CH2:8][CH2:9][C:10]2[N:11]=[C:12]([CH:15]3[CH2:20][CH2:19][NH:18][CH2:17][CH2:16]3)[S:13][CH:14]=2)[CH:7]=[CH:6][CH:5]=[CH:4][CH:3]=1.[F:21][C:22]([F:37])([F:36])[C:23]1[CH:28]=[CH:27][C:26]([C:29]([F:32])([F:31])[F:30])=[CH:25][C:24]=1[C:33](Cl)=[O:34], predict the reaction product. The product is: [F:21][C:22]([F:36])([F:37])[C:23]1[CH:28]=[CH:27][C:26]([C:29]([F:30])([F:31])[F:32])=[CH:25][C:24]=1[C:33]([N:18]1[CH2:19][CH2:20][CH:15]([C:12]2[S:13][CH:14]=[C:10]([CH2:9][CH2:8][C:2]3[CH:7]=[CH:6][CH:5]=[CH:4][CH:3]=3)[N:11]=2)[CH2:16][CH2:17]1)=[O:34]. (6) The product is: [CH3:19][C@@:11]1([OH:10])[CH2:13][C@H:12]1[CH2:14][CH2:15][CH2:16][CH:17]=[CH2:18]. Given the reactants [N+](C1C=CC(C([O:10][C@:11]2([CH3:19])[CH2:13][C@H:12]2[CH2:14][CH2:15][CH2:16][CH:17]=[CH2:18])=O)=CC=1)([O-])=O.C([O-])([O-])=O.[K+].[K+], predict the reaction product.